Dataset: Catalyst prediction with 721,799 reactions and 888 catalyst types from USPTO. Task: Predict which catalyst facilitates the given reaction. (1) Reactant: C(=O)([O-])[O-].[K+].[K+].[CH2:7]([O:9][C:10](=[O:14])[CH2:11][C:12]#[N:13])[CH3:8].[C:15](OC(=O)C)(=[O:17])[CH3:16]. The catalyst class is: 35. Product: [C:12]([C:11](=[C:15]([OH:17])[CH3:16])[C:10]([O:9][CH2:7][CH3:8])=[O:14])#[N:13]. (2) Reactant: [NH2:1][C:2]1[N:7]=[CH:6][N:5]=[C:4]2[N:8]([CH:12]([C:14]3[O:15][C:16]4[C:21]([C:22](=[O:31])[C:23]=3[C:24]3[CH:29]=[CH:28][CH:27]=[C:26]([F:30])[CH:25]=3)=[CH:20][CH:19]=[CH:18][CH:17]=4)[CH3:13])[N:9]=[C:10](I)[C:3]=12.[CH3:32][C:33]1[C:41]2[C:36](=[CH:37][CH:38]=[C:39](B3OC(C)(C)C(C)(C)O3)[CH:40]=2)[NH:35][CH:34]=1.C(=O)([O-])[O-].[Na+].[Na+].ClCCl. Product: [NH2:1][C:2]1[N:7]=[CH:6][N:5]=[C:4]2[N:8]([CH:12]([C:14]3[O:15][C:16]4[C:21]([C:22](=[O:31])[C:23]=3[C:24]3[CH:29]=[CH:28][CH:27]=[C:26]([F:30])[CH:25]=3)=[CH:20][CH:19]=[CH:18][CH:17]=4)[CH3:13])[N:9]=[C:10]([C:39]3[CH:40]=[C:41]4[C:36](=[CH:37][CH:38]=3)[NH:35][CH:34]=[C:33]4[CH3:32])[C:3]=12. The catalyst class is: 615. (3) Reactant: CC(OC([N:8](C(OC(C)(C)C)=O)[N:9]([C:17]1[C:22]([F:23])=[C:21]([NH:24][CH2:25][C:26]2[CH:30]=[CH:29][S:28][CH:27]=2)[N:20]=[C:19]([Cl:31])[N:18]=1)C(OC(C)(C)C)=O)=O)(C)C. Product: [Cl:31][C:19]1[NH:20][C:21]([NH:24][CH2:25][C:26]2[CH:30]=[CH:29][S:28][CH:27]=2)=[C:22]([F:23])[C:17](=[N:9][NH2:8])[N:18]=1. The catalyst class is: 240. (4) Reactant: [CH3:1][C:2]1([CH3:18])[O:6][C@H:5]([CH2:7][O:8][C:9]2[CH:17]=[CH:16][C:12]([C:13]([OH:15])=O)=[CH:11][CH:10]=2)[CH2:4][O:3]1.C(Cl)CCl.C1C=C2N=NN(O)C2=CC=1.O.[Cl:34][C:35]1[CH:36]=[C:37]([CH:42]=[CH:43][C:44]=1[O:45][CH:46]([CH3:48])[CH3:47])/[C:38](=[N:40]/O)/[NH2:39]. Product: [Cl:34][C:35]1[CH:36]=[C:37]([C:38]2[N:40]=[C:13]([C:12]3[CH:11]=[CH:10][C:9]([O:8][CH2:7][C@@H:5]4[CH2:4][O:3][C:2]([CH3:1])([CH3:18])[O:6]4)=[CH:17][CH:16]=3)[O:15][N:39]=2)[CH:42]=[CH:43][C:44]=1[O:45][CH:46]([CH3:48])[CH3:47]. The catalyst class is: 3. (5) Reactant: [NH2:1][C:2]1[C:7]([OH:8])=[CH:6][CH:5]=[C:4]([Br:9])[N:3]=1.C([O-])([O-])=O.[K+].[K+].Br[C:17]([CH3:24])([CH3:23])[C:18](OCC)=[O:19]. Product: [Br:9][C:4]1[CH:5]=[CH:6][C:7]2[O:8][C:17]([CH3:24])([CH3:23])[C:18](=[O:19])[NH:1][C:2]=2[N:3]=1. The catalyst class is: 21. (6) The catalyst class is: 2. Product: [CH3:8][O:9][C:10](=[O:61])[C:11]1[CH:12]=[CH:13][C:14]([CH2:17][NH:18][C:19]([C:21]2[C:31]3[O:30][CH2:29][C@H:28]([NH:32][C:33](=[O:45])[C@@H:34]([NH:36][CH3:37])[CH3:35])[C:27](=[O:46])[N:26]([CH2:47][C:48]4[C:57]5[C:52](=[CH:53][C:54]([Br:58])=[CH:55][CH:56]=5)[CH:51]=[CH:50][C:49]=4[O:59][CH3:60])[C:25]=3[CH:24]=[CH:23][CH:22]=2)=[O:20])=[CH:15][CH:16]=1. Reactant: C(O)(C(F)(F)F)=O.[CH3:8][O:9][C:10](=[O:61])[C:11]1[CH:16]=[CH:15][C:14]([CH2:17][NH:18][C:19]([C:21]2[C:31]3[O:30][CH2:29][C@H:28]([NH:32][C:33](=[O:45])[C@@H:34]([N:36](C(OC(C)(C)C)=O)[CH3:37])[CH3:35])[C:27](=[O:46])[N:26]([CH2:47][C:48]4[C:57]5[C:52](=[CH:53][C:54]([Br:58])=[CH:55][CH:56]=5)[CH:51]=[CH:50][C:49]=4[O:59][CH3:60])[C:25]=3[CH:24]=[CH:23][CH:22]=2)=[O:20])=[CH:13][CH:12]=1.